This data is from Reaction yield outcomes from USPTO patents with 853,638 reactions. The task is: Predict the reaction yield, written as a fraction of the theoretical maximum amount of product (1.0 means a 100% yield; for example, 0.34 means a 34% yield). (1) The reactants are Cl[C:2]1[N:7]=[CH:6][C:5]([Br:8])=[CH:4][N:3]=1.[CH2:9]([O:16][C:17]1[CH:18]=[C:19]([CH:21]=[CH:22][CH:23]=1)[NH2:20])[C:10]1[CH:15]=[CH:14][CH:13]=[CH:12][CH:11]=1. The catalyst is C(O)(C)C. The product is [CH2:9]([O:16][C:17]1[CH:18]=[C:19]([NH:20][C:2]2[N:7]=[CH:6][C:5]([Br:8])=[CH:4][N:3]=2)[CH:21]=[CH:22][CH:23]=1)[C:10]1[CH:11]=[CH:12][CH:13]=[CH:14][CH:15]=1. The yield is 0.500. (2) The reactants are [Br:1][C:2]1[C:10]2[C:5](=[N:6][C:7](SC)=[N:8][CH:9]=2)[NH:4][N:3]=1.ClC1C=C(C=CC=1)C(OO)=O.[CH2:24]([NH2:28])[CH2:25][CH2:26][CH3:27]. The catalyst is C1COCC1. The product is [Br:1][C:2]1[C:10]2[C:5](=[N:6][C:7]([NH:28][CH2:24][CH2:25][CH2:26][CH3:27])=[N:8][CH:9]=2)[NH:4][N:3]=1. The yield is 0.840. (3) The reactants are [CH2:1]([O:8][C:9]1[CH:14]=[CH:13][C:12]([NH2:15])=[CH:11][CH:10]=1)[C:2]1[CH:7]=[CH:6][CH:5]=[CH:4][CH:3]=1.N1C=CC=CC=1.Cl[C:23]([O:25][C:26]1[CH:31]=[CH:30][CH:29]=[CH:28][CH:27]=1)=[O:24].O. The catalyst is C(OCC)(=O)C. The product is [C:26]1([O:25][C:23](=[O:24])[NH:15][C:12]2[CH:11]=[CH:10][C:9]([O:8][CH2:1][C:2]3[CH:3]=[CH:4][CH:5]=[CH:6][CH:7]=3)=[CH:14][CH:13]=2)[CH:31]=[CH:30][CH:29]=[CH:28][CH:27]=1. The yield is 0.796. (4) The reactants are [C:1]([C:5]1[C:10]([N+:11]([O-:13])=[O:12])=[CH:9][C:8]([NH:14][C:15]#[C:16][Si](C)(C)C)=[CH:7][CH:6]=1)([CH3:4])([CH3:3])[CH3:2]. The catalyst is CN(C=O)C.[Cu]I. The product is [C:1]([C:5]1[CH:6]=[C:7]2[C:8](=[CH:9][C:10]=1[N+:11]([O-:13])=[O:12])[NH:14][CH:15]=[CH:16]2)([CH3:4])([CH3:3])[CH3:2]. The yield is 0.690. (5) The reactants are [Cl:1][C:2]1[CH:3]=[C:4]2[C:8](=[CH:9][CH:10]=1)[N:7]([C:11]1[N:15]([CH3:16])[N:14]=[C:13]([CH3:17])[C:12]=1/[CH:18]=[C:19]1/[C:20](=[O:25])[NH:21][C:22](=[O:24])[S:23]/1)[CH:6]=[CH:5]2.[H][H]. The catalyst is O1CCCC1.C(O)C.[C].[Pd]. The product is [Cl:1][C:2]1[CH:3]=[C:4]2[C:8](=[CH:9][CH:10]=1)[N:7]([C:11]1[N:15]([CH3:16])[N:14]=[C:13]([CH3:17])[C:12]=1[CH2:18][CH:19]1[S:23][C:22](=[O:24])[NH:21][C:20]1=[O:25])[CH:6]=[CH:5]2. The yield is 0.370. (6) The reactants are [CH2:1]([O:3][C:4]([C:6]1[S:7][C:8]2[CH:15]=[CH:14][C:13]([NH:16][S:17]([C:20]3[CH:25]=[CH:24][C:23]([C:26]([CH3:29])([CH3:28])[CH3:27])=[CH:22][CH:21]=3)(=[O:19])=[O:18])=[CH:12][C:9]=2[C:10]=1Br)=[O:5])[CH3:2].[C:30]1(B(O)O)[CH:35]=[CH:34][CH:33]=[CH:32][CH:31]=1. No catalyst specified. The product is [CH2:1]([O:3][C:4]([C:6]1[S:7][C:8]2[CH:15]=[CH:14][C:13]([NH:16][S:17]([C:20]3[CH:25]=[CH:24][C:23]([C:26]([CH3:29])([CH3:28])[CH3:27])=[CH:22][CH:21]=3)(=[O:19])=[O:18])=[CH:12][C:9]=2[C:10]=1[C:30]1[CH:35]=[CH:34][CH:33]=[CH:32][CH:31]=1)=[O:5])[CH3:2]. The yield is 0.610.